This data is from Peptide-MHC class I binding affinity with 185,985 pairs from IEDB/IMGT. The task is: Regression. Given a peptide amino acid sequence and an MHC pseudo amino acid sequence, predict their binding affinity value. This is MHC class I binding data. (1) The peptide sequence is PISDYSAEV. The MHC is HLA-A02:03 with pseudo-sequence HLA-A02:03. The binding affinity (normalized) is 0.484. (2) The peptide sequence is VGNVYVKW. The MHC is Mamu-B52 with pseudo-sequence Mamu-B52. The binding affinity (normalized) is 0.877. (3) The peptide sequence is YWAVVPLVY. The MHC is HLA-B58:01 with pseudo-sequence HLA-B58:01. The binding affinity (normalized) is 0.376. (4) The peptide sequence is QMLTSGEYK. The MHC is HLA-A11:01 with pseudo-sequence HLA-A11:01. The binding affinity (normalized) is 0.880. (5) The peptide sequence is SLVKKNKKR. The MHC is HLA-A03:01 with pseudo-sequence HLA-A03:01. The binding affinity (normalized) is 0.0206. (6) The peptide sequence is GEFLYCKM. The MHC is H-2-Kk with pseudo-sequence H-2-Kk. The binding affinity (normalized) is 0.271.